This data is from Forward reaction prediction with 1.9M reactions from USPTO patents (1976-2016). The task is: Predict the product of the given reaction. (1) Given the reactants Cl[C:2]1[CH:3]=[CH:4][C:5]2[N:10]=[C:9]([OH:11])[C:8]([C:12]3[CH:17]=[CH:16][CH:15]=[CH:14][CH:13]=3)=[N:7][C:6]=2[N:18]=1.[NH2:19][NH2:20].O1CCOCC1, predict the reaction product. The product is: [NH:19]([C:2]1[CH:3]=[CH:4][C:5]2[C:6]([N:18]=1)=[N:7][C:8]([C:12]1[CH:17]=[CH:16][CH:15]=[CH:14][CH:13]=1)=[C:9]([OH:11])[N:10]=2)[NH2:20]. (2) Given the reactants C[O:2][C:3]([C:5]1[CH2:6][N:7]([C:33]([O:35][C:36]([CH3:39])([CH3:38])[CH3:37])=[O:34])[CH2:8][CH2:9][C:10]=1[C:11]1[CH:12]=[N:13][C:14]([O:17][CH2:18][C:19]2[O:23][N:22]=[C:21]([C:24]3[C:29]([F:30])=[CH:28][CH:27]=[C:26]([F:31])[C:25]=3[Cl:32])[CH:20]=2)=[CH:15][CH:16]=1)=[O:4].[Li+].[OH-].Cl, predict the reaction product. The product is: [C:36]([O:35][C:33]([N:7]1[CH2:8][CH2:9][C:10]([C:11]2[CH:12]=[N:13][C:14]([O:17][CH2:18][C:19]3[O:23][N:22]=[C:21]([C:24]4[C:29]([F:30])=[CH:28][CH:27]=[C:26]([F:31])[C:25]=4[Cl:32])[CH:20]=3)=[CH:15][CH:16]=2)=[C:5]([C:3]([OH:4])=[O:2])[CH2:6]1)=[O:34])([CH3:39])([CH3:37])[CH3:38]. (3) Given the reactants [N:1]1([C:10]2[C:11]([C:24]3[CH:29]=[CH:28][CH:27]=[CH:26][CH:25]=3)=[N:12][C:13]3[C:18]([N:19]=2)=[CH:17][C:16]([C:20]([O:22][CH3:23])=[O:21])=[CH:15][CH:14]=3)[C:9]2[C:4](=[CH:5][CH:6]=[CH:7][CH:8]=2)[CH2:3][CH2:2]1.C(C1C(=O)C(Cl)=C(Cl)C(=O)C=1C#N)#N.CS(C)=O, predict the reaction product. The product is: [N:1]1([C:10]2[C:11]([C:24]3[CH:25]=[CH:26][CH:27]=[CH:28][CH:29]=3)=[N:12][C:13]3[C:18]([N:19]=2)=[CH:17][C:16]([C:20]([O:22][CH3:23])=[O:21])=[CH:15][CH:14]=3)[C:9]2[C:4](=[CH:5][CH:6]=[CH:7][CH:8]=2)[CH:3]=[CH:2]1. (4) Given the reactants C[OH:2].Cl.Cl.Cl.[CH2:6]([NH:14][C:15]([NH:17][C:18]([NH:20][CH2:21][CH2:22][CH2:23][CH2:24][CH2:25][CH3:26])=[NH:19])=[NH:16])[CH2:7][CH2:8][CH2:9][CH2:10][CH2:11][CH2:12][CH3:13].[CH3:27][C:28]([CH3:30])=[O:29], predict the reaction product. The product is: [C:28]([OH:2])(=[O:29])[CH3:30].[CH2:6]([NH:14][C:15]1[NH:17][C:18]([NH:20][CH2:21][CH2:22][CH2:23][CH2:24][CH2:25][CH3:26])=[N:19][C:28]([CH3:30])([CH3:27])[N:16]=1)[CH2:7][CH2:8][CH2:9][CH2:10][CH2:11][CH2:12][CH3:13]. (5) Given the reactants [Br:1][C:2]1[CH:3]=[CH:4][C:5]([O:8][C:9]2[CH:10]=[C:11]([C@H:15]3[CH2:19][C:18]4([CH2:24][CH2:23][N:22](C(OC(C)(C)C)=O)[CH2:21][CH2:20]4)[O:17][CH2:16]3)[CH:12]=[CH:13][CH:14]=2)=[N:6][CH:7]=1.[ClH:32].O1CCOCC1, predict the reaction product. The product is: [ClH:32].[Br:1][C:2]1[CH:3]=[CH:4][C:5]([O:8][C:9]2[CH:10]=[C:11]([C@H:15]3[CH2:19][C:18]4([CH2:24][CH2:23][NH:22][CH2:21][CH2:20]4)[O:17][CH2:16]3)[CH:12]=[CH:13][CH:14]=2)=[N:6][CH:7]=1. (6) Given the reactants [C:1]1([CH:7]([C:28]2[CH:33]=[CH:32][CH:31]=[CH:30][CH:29]=2)[N:8]2[C:16]3[C:11](=[CH:12][CH:13]=[CH:14][CH:15]=3)[CH:10]([C:17]3[CH:22]=[C:21]([F:23])[C:20]([O:24][CH3:25])=[CH:19][C:18]=3[OH:26])[C:9]2=[O:27])[CH:6]=[CH:5][CH:4]=[CH:3][CH:2]=1.[C:34]1(C(C2C=CC=CC=2)N2C3C(=CC=CC=3)C(C3C=C(C)C(OC)=CC=3O)C2=O)C=CC=CC=1, predict the reaction product. The product is: [C:28]1([CH:7]([C:1]2[CH:2]=[CH:3][CH:4]=[CH:5][CH:6]=2)[N:8]2[C:16]3[C:11](=[CH:12][CH:13]=[CH:14][CH:15]=3)[C:10]3([C:17]4[CH:22]=[C:21]([F:23])[C:20]([O:24][CH3:25])=[CH:19][C:18]=4[O:26][CH2:34]3)[C:9]2=[O:27])[CH:33]=[CH:32][CH:31]=[CH:30][CH:29]=1. (7) Given the reactants [NH2:1][C@H:2]1[C:7]([F:9])([F:8])[CH2:6][CH2:5][CH2:4][C@H:3]1[NH:10][C:11]1[N:12]=[C:13](Cl)[C:14]([C:17]#[N:18])=[N:15][CH:16]=1.[NH2:20][C:21]1[CH:26]=[CH:25][CH:24]=[CH:23][CH:22]=1.C([O-])([O-])=O.[K+].[K+].C1C=CC(P(C2C(C3C(P(C4C=CC=CC=4)C4C=CC=CC=4)=CC=C4C=3C=CC=C4)=C3C(C=CC=C3)=CC=2)C2C=CC=CC=2)=CC=1, predict the reaction product. The product is: [NH2:1][C@H:2]1[C:7]([F:9])([F:8])[CH2:6][CH2:5][CH2:4][C@H:3]1[NH:10][C:11]1[N:12]=[C:13]([NH:20][C:21]2[CH:26]=[CH:25][CH:24]=[CH:23][CH:22]=2)[C:14]([C:17]#[N:18])=[N:15][CH:16]=1.